This data is from Retrosynthesis with 50K atom-mapped reactions and 10 reaction types from USPTO. The task is: Predict the reactants needed to synthesize the given product. (1) Given the product N#Cc1ccc(Cn2cncn2)cc1, predict the reactants needed to synthesize it. The reactants are: N#Cc1ccc(CBr)cc1.c1nc[nH]n1. (2) Given the product COc1ccccc1C(=O)Nc1ccc(C(=O)O)c(NC(=O)c2ccccc2OC)c1, predict the reactants needed to synthesize it. The reactants are: COc1ccccc1C(=O)Cl.COc1ccccc1C(=O)Nc1cc(N)ccc1C(=O)O. (3) Given the product CC(C)(C)C(=O)c1ccc(C2(C)OCCO2)cc1, predict the reactants needed to synthesize it. The reactants are: CC(C)(C)C(=O)Cl.CC1(c2ccc(Br)cc2)OCCO1. (4) Given the product CCc1cc2c(N3CCN(C(=O)c4c(-c5ccc(OC)cc5)noc4C)CC3)nc(SCC(=O)OC)nc2s1, predict the reactants needed to synthesize it. The reactants are: CCc1cc2c(N3CCNCC3)nc(SCC(=O)OC)nc2s1.COc1ccc(-c2noc(C)c2C(=O)O)cc1. (5) Given the product C[Si](C)(C)CCOCn1c(N2CCN(c3ncccc3C(F)(F)F)CC2)nc2cc(NCCc3cccc(C(F)(F)F)c3)c(C(F)(F)F)cc21, predict the reactants needed to synthesize it. The reactants are: C[Si](C)(C)CCOCn1c(N2CCN(c3ncccc3C(F)(F)F)CC2)nc2cc(Br)c(C(F)(F)F)cc21.NCCc1cccc(C(F)(F)F)c1.